Binary Classification. Given a drug SMILES string, predict its activity (active/inactive) in a high-throughput screening assay against a specified biological target. From a dataset of KCNQ2 potassium channel screen with 302,405 compounds. (1) The compound is O1CCN(CCCn2c(c3c(n(c(=O)n(c3=O)C)C)c2)c2ccc(cc2)C)CC1. The result is 0 (inactive). (2) The drug is O=C(N1CCN(CC1)C)C1CCCN(C1)c1ncnc2n3c(nc12)CCCCC3. The result is 0 (inactive). (3) The compound is o1c2c(ncnc2Nc2cc3OCCOc3cc2)c2c1cccc2. The result is 0 (inactive). (4) The molecule is s1c(C(=O)NC(=S)Nc2nn(nn2)C)ccc1. The result is 0 (inactive). (5) The compound is FC(F)(F)c1cc(CN\C=C2/C(=NNC2=O)C)ccc1. The result is 0 (inactive).